Dataset: Cav3 T-type calcium channel HTS with 100,875 compounds. Task: Binary Classification. Given a drug SMILES string, predict its activity (active/inactive) in a high-throughput screening assay against a specified biological target. The molecule is Fc1c(COC(=O)c2cc3c4c(C(=O)c3cc2)cccc4)cccc1. The result is 0 (inactive).